Predict the reaction yield, written as a fraction of the theoretical maximum amount of product (1.0 means a 100% yield; for example, 0.34 means a 34% yield). From a dataset of Reaction yield outcomes from USPTO patents with 853,638 reactions. (1) The reactants are [CH3:1][C:2]1([C:5]#[C:6][C:7]2[CH:12]=[C:11]([N+:13]([O-:15])=[O:14])[CH:10]=[CH:9][C:8]=2[NH:16]C(=O)CCC)[CH2:4][CH2:3]1.CCCC[N+](CCCC)(CCCC)CCCC.[F-]. The catalyst is C1COCC1. The product is [CH3:1][C:2]1([C:5]2[NH:16][C:8]3[C:7]([CH:6]=2)=[CH:12][C:11]([N+:13]([O-:15])=[O:14])=[CH:10][CH:9]=3)[CH2:4][CH2:3]1. The yield is 0.710. (2) The reactants are [CH3:1][C:2]1[O:6][C:5]([C:7]2[CH:15]=[CH:14][C:10]([C:11]([OH:13])=O)=[CH:9][CH:8]=2)=[N:4][C:3]=1[CH2:16][O:17][C:18]1[CH:23]=[CH:22][C:21]([CH3:24])=[CH:20][CH:19]=1.CCN=C=NCCCN(C)C.C1C=CC2N(O)N=NC=2C=1.[N:46]1[CH:51]=[CH:50][CH:49]=[C:48]([CH2:52][NH2:53])[CH:47]=1.C(N(CC)CC)C. The catalyst is CN(C)C=O. The product is [CH3:1][C:2]1[O:6][C:5]([C:7]2[CH:8]=[CH:9][C:10]([C:11]([NH:53][CH2:52][C:48]3[CH:47]=[N:46][CH:51]=[CH:50][CH:49]=3)=[O:13])=[CH:14][CH:15]=2)=[N:4][C:3]=1[CH2:16][O:17][C:18]1[CH:23]=[CH:22][C:21]([CH3:24])=[CH:20][CH:19]=1. The yield is 0.560. (3) The reactants are [Br:1][C:2]1[CH:3]=[C:4]([N:8]2[C:12]([CH3:13])=[C:11]([C:14]([OH:16])=O)[C:10]([CH3:17])=[N:9]2)[CH:5]=[CH:6][CH:7]=1.[CH2:18]([N:20]([CH2:26][CH3:27])[CH:21]1[CH2:25][CH2:24][NH:23][CH2:22]1)[CH3:19]. No catalyst specified. The product is [Br:1][C:2]1[CH:3]=[C:4]([N:8]2[C:12]([CH3:13])=[C:11]([C:14]([N:23]3[CH2:24][CH2:25][CH:21]([N:20]([CH2:26][CH3:27])[CH2:18][CH3:19])[CH2:22]3)=[O:16])[C:10]([CH3:17])=[N:9]2)[CH:5]=[CH:6][CH:7]=1. The yield is 0.610. (4) The reactants are [NH:1]1[C:9]2[C:4](=[CH:5][CH:6]=[CH:7][CH:8]=2)[C:3]([CH2:10][C@H:11]([NH:13][CH2:14][C:15]([F:18])([CH3:17])[CH3:16])[CH3:12])=[CH:2]1.[CH:19]([C:21]1[CH:26]=[CH:25][C:24](/[CH:27]=[CH:28]/[C:29]([O:31][CH3:32])=[O:30])=[CH:23][CH:22]=1)=O.C(O)(=O)C. The catalyst is C1(C)C=CC=CC=1. The product is [F:18][C:15]([CH3:17])([CH3:16])[CH2:14][N:13]1[C@H:11]([CH3:12])[CH2:10][C:3]2[C:4]3[C:9](=[CH:8][CH:7]=[CH:6][CH:5]=3)[NH:1][C:2]=2[C@H:19]1[C:21]1[CH:22]=[CH:23][C:24](/[CH:27]=[CH:28]/[C:29]([O:31][CH3:32])=[O:30])=[CH:25][CH:26]=1. The yield is 0.416. (5) No catalyst specified. The reactants are [Br:1][C:2]1[C:14](=[O:15])[N:13]([CH2:16][CH3:17])[C:5]2[N:6]=[C:7](S(C)=O)[N:8]=[CH:9][C:4]=2[CH:3]=1.[CH3:18][N:19]1[CH2:24][CH2:23][N:22]([C:25]2[CH:31]=[CH:30][C:28]([NH2:29])=[CH:27][CH:26]=2)[CH2:21][CH2:20]1. The yield is 0.400. The product is [Br:1][C:2]1[C:14](=[O:15])[N:13]([CH2:16][CH3:17])[C:5]2[N:6]=[C:7]([NH:29][C:28]3[CH:27]=[CH:26][C:25]([N:22]4[CH2:21][CH2:20][N:19]([CH3:18])[CH2:24][CH2:23]4)=[CH:31][CH:30]=3)[N:8]=[CH:9][C:4]=2[CH:3]=1. (6) The reactants are C1CN([P+](Br)(N2CCCC2)N2CCCC2)CC1.F[P-](F)(F)(F)(F)F.[CH3:25][C:26]1[CH:31]=[C:30]([C:32]([N:34]2[CH2:43][C:42]3[CH:41]=[N:40][N:39]([CH3:44])[C:38]=3[NH:37][C:36]3[CH:45]=[CH:46][CH:47]=[CH:48][C:35]2=3)=[O:33])[CH:29]=[CH:28][C:27]=1[CH2:49][CH2:50][C:51](O)=[O:52].[C:54]([O:58][C:59]([N:61]1[CH2:66][CH2:65][CH:64]([CH2:67][NH:68][CH:69]2[CH2:71][CH2:70]2)[CH2:63][CH2:62]1)=[O:60])([CH3:57])([CH3:56])[CH3:55].CCN(C(C)C)C(C)C. The catalyst is ClCCl.CCOC(C)=O. The product is [C:54]([O:58][C:59]([N:61]1[CH2:66][CH2:65][CH:64]([CH2:67][N:68]([CH:69]2[CH2:70][CH2:71]2)[C:51](=[O:52])[CH2:50][CH2:49][C:27]2[CH:28]=[CH:29][C:30]([C:32]([N:34]3[CH2:43][C:42]4[CH:41]=[N:40][N:39]([CH3:44])[C:38]=4[NH:37][C:36]4[CH:45]=[CH:46][CH:47]=[CH:48][C:35]3=4)=[O:33])=[CH:31][C:26]=2[CH3:25])[CH2:63][CH2:62]1)=[O:60])([CH3:57])([CH3:55])[CH3:56]. The yield is 0.730.